Predict the reactants needed to synthesize the given product. From a dataset of Full USPTO retrosynthesis dataset with 1.9M reactions from patents (1976-2016). Given the product [CH2:10]([O:17][C:6]1[CH:5]=[C:4]([Cl:9])[CH:3]=[C:2]([Br:1])[CH:7]=1)[C:11]1[CH:16]=[CH:15][CH:14]=[CH:13][CH:12]=1, predict the reactants needed to synthesize it. The reactants are: [Br:1][C:2]1[CH:7]=[C:6](F)[CH:5]=[C:4]([Cl:9])[CH:3]=1.[CH2:10]([OH:17])[C:11]1[CH:16]=[CH:15][CH:14]=[CH:13][CH:12]=1.[H-].[Na+].Cl.